This data is from Retrosynthesis with 50K atom-mapped reactions and 10 reaction types from USPTO. The task is: Predict the reactants needed to synthesize the given product. Given the product CN(CCNS(=O)(=O)c1cc(S(=O)(=O)c2ccccc2)ccc1C(F)(F)F)C(=O)N[C@H]1CCNC1, predict the reactants needed to synthesize it. The reactants are: CN(CCNS(=O)(=O)c1cc(S(=O)(=O)c2ccccc2)ccc1C(F)(F)F)C(=O)N[C@H]1CCN(C(=O)OC(C)(C)C)C1.